This data is from Full USPTO retrosynthesis dataset with 1.9M reactions from patents (1976-2016). The task is: Predict the reactants needed to synthesize the given product. (1) Given the product [CH3:24][S:23][C:18]1[C:17]2[C:21](=[CH:22][C:14]([C:11]3[CH2:10][CH2:9][NH:8][CH2:13][CH:12]=3)=[CH:15][CH:16]=2)[N:20]([C:29]2[CH:30]=[CH:31][C:26]([CH3:25])=[CH:27][CH:28]=2)[N:19]=1, predict the reactants needed to synthesize it. The reactants are: C(OC([N:8]1[CH2:13][CH:12]=[C:11]([C:14]2[CH:22]=[C:21]3[C:17]([C:18]([S:23][CH3:24])=[N:19][NH:20]3)=[CH:16][CH:15]=2)[CH2:10][CH2:9]1)=O)(C)(C)C.[CH3:25][C:26]1[CH:31]=[CH:30][C:29](B(O)O)=[CH:28][CH:27]=1. (2) Given the product [Cl:1][C:2]1[CH:3]=[CH:4][C:5]([CH2:6][NH:7][C:8]([C:10]2[C:11](=[O:32])[C:12]3[C:13]4[N:14]([CH:31]=2)[CH2:15][C:16](=[O:30])[N:17]([CH3:29])[C:18]=4[CH:19]=[C:20]([CH2:22][Cl:36])[CH:21]=3)=[O:9])=[CH:33][CH:34]=1, predict the reactants needed to synthesize it. The reactants are: [Cl:1][C:2]1[CH:34]=[CH:33][C:5]([CH2:6][NH:7][C:8]([C:10]2[C:11](=[O:32])[C:12]3[C:13]4[N:14]([CH:31]=2)[CH2:15][C:16](=[O:30])[N:17]([CH3:29])[C:18]=4[CH:19]=[C:20]([CH2:22]N2CCOCC2)[CH:21]=3)=[O:9])=[CH:4][CH:3]=1.C(Cl)(Cl)[Cl:36].ClC(OCC)=O. (3) Given the product [OH:1][C:2]1[CH:11]=[C:10]2[C:5]([CH:6]=[CH:7][CH:8]=[C:9]2[N:12]2[CH2:17][CH2:16][N:15]([CH3:18])[CH2:14][CH2:13]2)=[CH:4][CH:3]=1, predict the reactants needed to synthesize it. The reactants are: [OH:1][C:2]1[CH:3]=[CH:4][C:5]2[C:10]([CH:11]=1)=[C:9]([N:12]1[CH2:17][CH2:16][N:15]([CH3:18])[CH2:14][CH2:13]1)[CH2:8][CH2:7][CH:6]=2. (4) Given the product [Br:32][C:15]1[N:12]2[C:13]3[C:8]([CH2:9][CH2:10][C:11]2=[C:17]([C:18]([O:20][CH2:21][CH3:22])=[O:19])[N:16]=1)=[CH:7][C:6]([O:23][CH3:24])=[C:5]([CH2:1][CH:2]([CH3:3])[CH3:4])[CH:14]=3, predict the reactants needed to synthesize it. The reactants are: [CH2:1]([C:5]1[CH:14]=[C:13]2[C:8]([CH2:9][CH2:10][C:11]3[N:12]2[CH:15]=[N:16][C:17]=3[C:18]([O:20][CH2:21][CH3:22])=[O:19])=[CH:7][C:6]=1[O:23][CH3:24])[CH:2]([CH3:4])[CH3:3].C1C(=O)N([Br:32])C(=O)C1.C([O-])(O)=O.[Na+].